This data is from Forward reaction prediction with 1.9M reactions from USPTO patents (1976-2016). The task is: Predict the product of the given reaction. (1) Given the reactants [Cl:1][C:2]1[CH:10]=[CH:9][C:5]([C:6]([NH2:8])=[NH:7])=[C:4]([F:11])[C:3]=1[O:12][CH3:13].[OH-:14].[Na+].[OH2:16], predict the reaction product. The product is: [Cl:1][C:2]1[CH:10]=[CH:9][C:5]([C:6]2[N:8]=[C:9]([OH:14])[CH:10]=[C:2]([C:3]([OH:12])=[O:16])[N:7]=2)=[C:4]([F:11])[C:3]=1[O:12][CH3:13]. (2) The product is: [CH3:17][O:16][C:10]([C:11]1[CH:12]=[C:14]([CH3:18])[N:3]2[N:4]=[C:5]([N+:7]([O-:9])=[O:8])[CH:6]=[C:2]2[N:1]=1)=[O:15]. Given the reactants [NH2:1][C:2]1[CH:6]=[C:5]([N+:7]([O-:9])=[O:8])[NH:4][N:3]=1.[C:10]([O:16][CH3:17])(=[O:15])[CH2:11][C:12]([CH3:14])=O.[CH3:18]O, predict the reaction product. (3) Given the reactants [CH2:1]([C@H:8]1[CH2:12][O:11][C:10](=[O:13])[N:9]1[C:14](=[O:26])[CH2:15][CH2:16][CH2:17][O:18][CH2:19][C:20]1[CH:25]=[CH:24][CH:23]=[CH:22][CH:21]=1)[C:2]1[CH:7]=[CH:6][CH:5]=[CH:4][CH:3]=1.[Li+].C[Si]([N-][Si](C)(C)C)(C)C.Br[CH2:38][C:39]([O:41][C:42]([CH3:45])([CH3:44])[CH3:43])=[O:40].CN(C)CCNC, predict the reaction product. The product is: [CH2:1]([C@H:8]1[CH2:12][O:11][C:10](=[O:13])[N:9]1[C:14]([C@H:15]([CH2:16][CH2:17][O:18][CH2:19][C:20]1[CH:25]=[CH:24][CH:23]=[CH:22][CH:21]=1)[CH2:38][C:39]([O:41][C:42]([CH3:45])([CH3:44])[CH3:43])=[O:40])=[O:26])[C:2]1[CH:3]=[CH:4][CH:5]=[CH:6][CH:7]=1. (4) The product is: [CH2:9]([S:8][C:6](=[O:7])[CH:5]([CH:11]1[CH2:15][CH2:14][C:13]2([O:20][CH2:19][CH2:18][O:16]2)[CH2:12]1)[C:4]([S:3][CH2:1][CH3:2])=[O:17])[CH3:10]. Given the reactants [CH2:1]([S:3][C:4](=[O:17])[CH:5]([CH:11]1[CH2:15][CH2:14][C:13](=[O:16])[CH2:12]1)[C:6]([S:8][CH2:9][CH3:10])=[O:7])[CH3:2].[CH2:18](O)[CH2:19][OH:20].C1(C)C=CC(S(O)(=O)=O)=CC=1, predict the reaction product.